Task: Predict which catalyst facilitates the given reaction.. Dataset: Catalyst prediction with 721,799 reactions and 888 catalyst types from USPTO (1) Reactant: [CH3:1][CH2:2][O:3][C:4]1[CH:5]=[CH:6][C:7]([NH2:10])=[CH:8][CH:9]=1.C(N(CC)CC)C.Br[C:19]1[C:20]2[N:21]([C:26]([CH3:29])=[CH:27][N:28]=2)[N:22]=[C:23]([Cl:25])[CH:24]=1.ClC1C=C(Cl)C2N(C(C)=CN=2)N=1. Product: [Cl:25][C:23]1[CH:24]=[C:19]([NH:10][C:7]2[CH:8]=[CH:9][C:4]([O:3][CH2:2][CH3:1])=[CH:5][CH:6]=2)[C:20]2[N:21]([C:26]([CH3:29])=[CH:27][N:28]=2)[N:22]=1. The catalyst class is: 14. (2) Reactant: ClC(Cl)(O[C:5](=[O:11])OC(Cl)(Cl)Cl)Cl.[CH3:13][C:14]1[CH:19]=[C:18]([C:20]2[CH:21]=[CH:22][C:23]3[N:29]4[CH2:30][C@H:26]([CH2:27][CH2:28]4)[NH:25][C:24]=3[N:31]=2)[CH:17]=[CH:16][N:15]=1.C(N(CC)CC)C.Cl.[CH3:40][N:41]1[CH:45]=[C:44]([NH2:46])[N:43]=[N:42]1. Product: [CH3:40][N:41]1[CH:45]=[C:44]([NH:46][C:5]([N:25]2[C@@H:26]3[CH2:30][N:29]([CH2:28][CH2:27]3)[C:23]3[CH:22]=[CH:21][C:20]([C:18]4[CH:17]=[CH:16][N:15]=[C:14]([CH3:13])[CH:19]=4)=[N:31][C:24]2=3)=[O:11])[N:43]=[N:42]1. The catalyst class is: 7. (3) Reactant: [Cl:1][C:2]1[CH:3]=[N+:4]([O-:24])[CH:5]=[C:6]([Cl:23])[C:7]=1[CH2:8][C@@H:9]([C:11]1[CH:16]=[CH:15][C:14]([O:17][CH:18]([F:20])[F:19])=[C:13]([O:21][CH3:22])[CH:12]=1)[OH:10].[C:25]1([S:31]([N:34]2[CH2:38][CH2:37][CH2:36][C@H:35]2[C:39](O)=[O:40])(=[O:33])=[O:32])[CH:30]=[CH:29][CH:28]=[CH:27][CH:26]=1.C(Cl)CCl. Product: [Cl:1][C:2]1[CH:3]=[N+:4]([O-:24])[CH:5]=[C:6]([Cl:23])[C:7]=1[CH2:8][C@@H:9]([C:11]1[CH:16]=[CH:15][C:14]([O:17][CH:18]([F:20])[F:19])=[C:13]([O:21][CH3:22])[CH:12]=1)[O:10][C:39]([C@@H:35]1[CH2:36][CH2:37][CH2:38][N:34]1[S:31]([C:25]1[CH:30]=[CH:29][CH:28]=[CH:27][CH:26]=1)(=[O:33])=[O:32])=[O:40]. The catalyst class is: 79. (4) Reactant: [CH2:1]([C:3]([C:22]1[CH:27]=[CH:26][C:25]([OH:28])=[C:24]([CH3:29])[CH:23]=1)([C:6]1[CH:11]=[CH:10][C:9]([C:12]#[C:13][C:14]2([OH:20])[CH2:19][CH2:18][CH2:17][CH2:16][CH2:15]2)=[C:8]([CH3:21])[CH:7]=1)[CH2:4][CH3:5])[CH3:2].[H-].[Al+3].[Li+].[H-].[H-].[H-].[Cl-].[NH4+]. Product: [CH2:1]([C:3]([C:22]1[CH:27]=[CH:26][C:25]([OH:28])=[C:24]([CH3:29])[CH:23]=1)([C:6]1[CH:11]=[CH:10][C:9](/[CH:12]=[CH:13]/[C:14]2([OH:20])[CH2:19][CH2:18][CH2:17][CH2:16][CH2:15]2)=[C:8]([CH3:21])[CH:7]=1)[CH2:4][CH3:5])[CH3:2]. The catalyst class is: 7. (5) Reactant: [CH:1]([C:3]1[S:7][C:6]([O:8][C:9]2[CH:16]=[CH:15][C:12]([C:13]#[N:14])=[CH:11][CH:10]=2)=[CH:5][CH:4]=1)=[O:2].C([O-])([O-])=[O:18].[K+].[K+].OO. Product: [CH:1]([C:3]1[S:7][C:6]([O:8][C:9]2[CH:16]=[CH:15][C:12]([C:13]([NH2:14])=[O:18])=[CH:11][CH:10]=2)=[CH:5][CH:4]=1)=[O:2]. The catalyst class is: 16.